Dataset: Full USPTO retrosynthesis dataset with 1.9M reactions from patents (1976-2016). Task: Predict the reactants needed to synthesize the given product. (1) Given the product [CH3:8][C:6]1[CH:7]=[C:2]([O:1][C:31]2[CH:36]=[N:35][C:34]([N+:37]([O-:39])=[O:38])=[CH:33][CH:32]=2)[CH:3]=[C:4]([CH3:23])[C:5]=1[C:9]1[N:10]=[C:11]([NH:14][C:15](=[O:22])[C:16]2[CH:21]=[CH:20][N:19]=[CH:18][CH:17]=2)[S:12][CH:13]=1, predict the reactants needed to synthesize it. The reactants are: [OH:1][C:2]1[CH:7]=[C:6]([CH3:8])[C:5]([C:9]2[N:10]=[C:11]([NH:14][C:15](=[O:22])[C:16]3[CH:21]=[CH:20][N:19]=[CH:18][CH:17]=3)[S:12][CH:13]=2)=[C:4]([CH3:23])[CH:3]=1.C(=O)([O-])[O-].[Cs+].[Cs+].Br[C:31]1[CH:32]=[CH:33][C:34]([N+:37]([O-:39])=[O:38])=[N:35][CH:36]=1. (2) Given the product [F:19][C:20]1[CH:25]=[C:24]([C:26]([O:29][CH3:30])([CH3:28])[CH3:27])[CH:23]=[C:22]([F:31])[C:21]=1[B:5]1[O:6][C:7]([CH3:12])([CH3:13])[C:8]([CH3:10])([CH3:11])[O:9]1, predict the reactants needed to synthesize it. The reactants are: C(O[B:5]1[O:9][C:8]([CH3:11])([CH3:10])[C:7]([CH3:13])([CH3:12])[O:6]1)(C)C.C([Li])CCC.[F:19][C:20]1[CH:25]=[C:24]([C:26]([O:29][CH3:30])([CH3:28])[CH3:27])[CH:23]=[C:22]([F:31])[CH:21]=1.